Dataset: Human liver microsome stability data. Task: Regression/Classification. Given a drug SMILES string, predict its absorption, distribution, metabolism, or excretion properties. Task type varies by dataset: regression for continuous measurements (e.g., permeability, clearance, half-life) or binary classification for categorical outcomes (e.g., BBB penetration, CYP inhibition). Dataset: hlm. (1) The drug is COc1nc2ccc(Br)cc2cc1[C@@H](c1ccc(N(C)C)nc1)[C@@](O)(CCN(C)C)c1cccc(F)c1. The result is 1 (stable in human liver microsomes). (2) The molecule is O=C(NCc1ccc(Cl)cc1Cl)[C@@H]1CCC(=O)N1c1ccoc1. The result is 1 (stable in human liver microsomes). (3) The result is 0 (unstable in human liver microsomes). The compound is O=C(N[C@@H](Cc1c[nH]c2ccccc12)C(=O)Nc1ccncc1)c1ccc(C#Cc2ccccc2)cc1F.